The task is: Predict the reactants needed to synthesize the given product.. This data is from Full USPTO retrosynthesis dataset with 1.9M reactions from patents (1976-2016). (1) Given the product [NH2:15][C:16]1[C:24]([Cl:25])=[CH:23][C:19]([C:20]([NH:1][CH:2]2[CH2:3][CH2:4][N:5]([C:8]([O:10][C:11]([CH3:14])([CH3:13])[CH3:12])=[O:9])[CH2:6][CH2:7]2)=[O:21])=[C:18]([O:26][CH3:27])[CH:17]=1, predict the reactants needed to synthesize it. The reactants are: [NH2:1][CH:2]1[CH2:7][CH2:6][N:5]([C:8]([O:10][C:11]([CH3:14])([CH3:13])[CH3:12])=[O:9])[CH2:4][CH2:3]1.[NH2:15][C:16]1[C:24]([Cl:25])=[CH:23][C:19]([C:20](O)=[O:21])=[C:18]([O:26][CH3:27])[CH:17]=1.CCN(CC)CC.Cl.C(N=C=NCCCN(C)C)C.ON1C2C=CC=CC=2N=N1. (2) Given the product [OH:76][CH:77]1[O:85][C@H:84]([CH2:86][OH:87])[C@@H:82]([O:83][C@@H:46]2[O:51][C@H:50]([CH2:52][OH:53])[C@H:49]([OH:54])[C@H:48]([OH:9])[C@H:47]2[OH:56])[C@H:80]([OH:81])[C@H:78]1[OH:79].[NH2:40][CH2:39][C:37](=[O:38])[CH2:36][CH2:35][C:34]([OH:43])=[O:75], predict the reactants needed to synthesize it. The reactants are: CC1(C)S[C@@H]2[C@H](NC([C@H](N)C3C=CC=CC=3)=O)C(=[O:9])N2[C@H]1C(O)=O.C1[C@H](N)[C@@H](O[C@H]2[O:38][C@H:37]([CH2:39][NH2:40])[C@@H:36](O)[C@H:35](O)[C@H:34]2[OH:43])[C@H](O)[C@@H](O[C@H:46]2[O:51][C@H:50]([CH2:52][OH:53])[C@@H:49]([OH:54])[C@H:48](N)[C@H:47]2[OH:56])[C@@H]1N.CC1[N+](CC2C=NC(C)=NC=2N)=CSC=1CC[OH:75].[O:76]=[CH:77][C@@H:78]([C@H:80]([C@@H:82]([C@@H:84]([CH2:86][OH:87])[OH:85])[OH:83])[OH:81])[OH:79]. (3) Given the product [N:25]1[C:34]2[C:29](=[CH:30][C:31]([C:35]([O:17][CH2:16][C:14]3[NH:13][C:10]4=[N:11][CH:12]=[C:7]([NH:6][C:4](=[O:5])[C:3]5[CH:18]=[CH:19][CH:20]=[CH:21][C:2]=5[Br:1])[CH:8]=[C:9]4[CH:15]=3)=[O:36])=[CH:32][CH:33]=2)[N:28]=[CH:27][CH:26]=1, predict the reactants needed to synthesize it. The reactants are: [Br:1][C:2]1[CH:21]=[CH:20][CH:19]=[CH:18][C:3]=1[C:4]([NH:6][C:7]1[CH:8]=[C:9]2[CH:15]=[C:14]([CH2:16][OH:17])[NH:13][C:10]2=[N:11][CH:12]=1)=[O:5].ClCCl.[N:25]1[C:34]2[C:29](=[CH:30][C:31]([C:35](Cl)=[O:36])=[CH:32][CH:33]=2)[N:28]=[CH:27][CH:26]=1.C(N(CC)CC)C. (4) Given the product [CH3:27][NH:28][C:1]1[C:3]([C:8]([NH:7][C:10]2[CH:15]=[CH:14][C:13]([CH3:16])=[CH:12][CH:11]=2)=[O:9])=[C:4]([S:25][CH3:26])[N:5]=[C:6]([C:17]2[CH:18]=[CH:19][C:20]([S:23][CH3:24])=[CH:21][CH:22]=2)[N:2]=1, predict the reactants needed to synthesize it. The reactants are: [C:1]([C:3]1[C:8](=[O:9])[N:7]([C:10]2[CH:15]=[CH:14][C:13]([CH3:16])=[CH:12][CH:11]=2)[C:6]([C:17]2[CH:22]=[CH:21][C:20]([S:23][CH3:24])=[CH:19][CH:18]=2)=[N:5][C:4]=1[S:25][CH3:26])#[N:2].[CH3:27][NH2:28]. (5) Given the product [ClH:38].[F:1][C:2]1[CH:3]=[C:4]([S:14]([NH:17][C:18]2[CH:19]=[C:20]([NH:24][C:25](=[O:37])[C:26]([CH3:27])([CH3:28])[NH2:29])[CH:21]=[CH:22][CH:23]=2)(=[O:16])=[O:15])[CH:5]=[CH:6][C:7]=1[C:8]1[O:9][C:10]([CH3:13])=[CH:11][CH:12]=1, predict the reactants needed to synthesize it. The reactants are: [F:1][C:2]1[CH:3]=[C:4]([S:14]([NH:17][C:18]2[CH:19]=[C:20]([NH:24][C:25](=[O:37])[C:26]([NH:29]C(=O)OC(C)(C)C)([CH3:28])[CH3:27])[CH:21]=[CH:22][CH:23]=2)(=[O:16])=[O:15])[CH:5]=[CH:6][C:7]=1[C:8]1[O:9][C:10]([CH3:13])=[CH:11][CH:12]=1.[ClH:38]. (6) Given the product [F:35][C:32]([F:34])([F:33])[C:24]1[CH:23]=[C:22]([CH:27]=[C:26]([C:28]([F:29])([F:30])[F:31])[CH:25]=1)[CH2:21][N:14]([C:15]1[CH:16]=[C:17]([CH3:18])[NH:57][N:56]=1)[CH:10]1[CH2:11][CH2:12][CH2:13][N:7]([C:5]([O:4][CH:1]([CH3:2])[CH3:3])=[O:6])[C:8]2[CH:39]=[C:38]([Cl:40])[CH:37]=[CH:36][C:9]1=2, predict the reactants needed to synthesize it. The reactants are: [CH:1]([O:4][C:5]([N:7]1[CH2:13][CH2:12][CH2:11][CH:10]([N:14]([CH2:21][C:22]2[CH:27]=[C:26]([C:28]([F:31])([F:30])[F:29])[CH:25]=[C:24]([C:32]([F:35])([F:34])[F:33])[CH:23]=2)[C:15](=O)[CH2:16][C:17](=O)[CH3:18])[C:9]2[CH:36]=[CH:37][C:38]([Cl:40])=[CH:39][C:8]1=2)=[O:6])([CH3:3])[CH3:2].O=P12OP3(OP(OP(O3)(O1)=O)(=O)O2)=O.O.[NH2:56][NH2:57]. (7) Given the product [Cl:1][C:2]1[CH:3]=[C:4]([C:9]2([F:27])[CH2:13][CH2:12][O:11][C:10]2=[O:14])[CH:5]=[CH:6][C:7]=1[Cl:8], predict the reactants needed to synthesize it. The reactants are: [Cl:1][C:2]1[CH:3]=[C:4]([CH:9]2[CH2:13][CH2:12][O:11][C:10]2=[O:14])[CH:5]=[CH:6][C:7]=1[Cl:8].[H-].[Na+].C1C=CC(S(N(S(C2C=CC=CC=2)(=O)=O)[F:27])(=O)=O)=CC=1.